Dataset: Peptide-MHC class I binding affinity with 185,985 pairs from IEDB/IMGT. Task: Regression. Given a peptide amino acid sequence and an MHC pseudo amino acid sequence, predict their binding affinity value. This is MHC class I binding data. The peptide sequence is VSGKLIHEW. The MHC is HLA-B58:01 with pseudo-sequence HLA-B58:01. The binding affinity (normalized) is 0.717.